Task: Predict the product of the given reaction.. Dataset: Forward reaction prediction with 1.9M reactions from USPTO patents (1976-2016) (1) The product is: [CH2:4]([O:11][C:12]([CH:14]1[CH2:19][CH2:18][CH:17]([CH2:20][CH:21]([OH:22])[CH3:1])[CH2:16][CH2:15]1)=[O:13])[C:5]1[CH:10]=[CH:9][CH:8]=[CH:7][CH:6]=1. Given the reactants [CH3:1][Mg]Br.[CH2:4]([O:11][C:12]([CH:14]1[CH2:19][CH2:18][CH:17]([CH2:20][CH:21]=[O:22])[CH2:16][CH2:15]1)=[O:13])[C:5]1[CH:10]=[CH:9][CH:8]=[CH:7][CH:6]=1.O, predict the reaction product. (2) Given the reactants C(O)(=O)C.[F:5][C:6]1[C:11]([O:12][CH2:13][CH2:14][OH:15])=[CH:10][C:9]([O:16][CH3:17])=[CH:8][C:7]=1[C@@H:18]([NH:31][C:32]1[CH:40]=[CH:39][C:35]([C:36]([NH2:38])=[NH:37])=[CH:34][CH:33]=1)[C:19]1[NH:23][C:22](=[O:24])[N:21]([C:25]2[N:30]=[CH:29][CH:28]=[CH:27][N:26]=2)[N:20]=1.CN(C=O)C.[N+](C1C=CC([O:55][C:56](=O)[C:57]2[CH:62]=[CH:61][CH:60]=[CH:59][CH:58]=2)=CC=1)([O-])=O.C(N(CC)CC)C, predict the reaction product. The product is: [NH2:37][C:36](=[N:38][C:56](=[O:55])[C:57]1[CH:62]=[CH:61][CH:60]=[CH:59][CH:58]=1)[C:35]1[CH:34]=[CH:33][C:32]([NH:31][C@H:18]([C:7]2[CH:8]=[C:9]([O:16][CH3:17])[CH:10]=[C:11]([O:12][CH2:13][CH2:14][OH:15])[C:6]=2[F:5])[C:19]2[NH:23][C:22](=[O:24])[N:21]([C:25]3[N:26]=[CH:27][CH:28]=[CH:29][N:30]=3)[N:20]=2)=[CH:40][CH:39]=1. (3) Given the reactants Cl[C:2]1[N:9]=[C:8]([C:10]2[C:15]([CH3:16])=[CH:14][CH:13]=[CH:12][C:11]=2[CH3:17])[CH:7]=[CH:6][C:3]=1[C:4]#[N:5].[NH2:18][C:19]1[CH:24]=[CH:23][CH:22]=[CH:21][C:20]=1B1OC(C)(C)C(C)(C)O1.C(=O)([O-])[O-].[K+].[K+], predict the reaction product. The product is: [CH3:17][C:11]1[CH:12]=[CH:13][CH:14]=[C:15]([CH3:16])[C:10]=1[C:8]1[CH:7]=[CH:6][C:3]2[C:4]([NH2:5])=[N:18][C:19]3[CH:24]=[CH:23][CH:22]=[CH:21][C:20]=3[C:2]=2[N:9]=1.